Dataset: NCI-60 drug combinations with 297,098 pairs across 59 cell lines. Task: Regression. Given two drug SMILES strings and cell line genomic features, predict the synergy score measuring deviation from expected non-interaction effect. (1) Drug 1: CS(=O)(=O)C1=CC(=C(C=C1)C(=O)NC2=CC(=C(C=C2)Cl)C3=CC=CC=N3)Cl. Drug 2: CCCS(=O)(=O)NC1=C(C(=C(C=C1)F)C(=O)C2=CNC3=C2C=C(C=N3)C4=CC=C(C=C4)Cl)F. Cell line: RXF 393. Synergy scores: CSS=13.9, Synergy_ZIP=-1.99, Synergy_Bliss=3.29, Synergy_Loewe=4.17, Synergy_HSA=4.48. (2) Drug 1: CC1C(C(CC(O1)OC2CC(OC(C2O)C)OC3=CC4=CC5=C(C(=O)C(C(C5)C(C(=O)C(C(C)O)O)OC)OC6CC(C(C(O6)C)O)OC7CC(C(C(O7)C)O)OC8CC(C(C(O8)C)O)(C)O)C(=C4C(=C3C)O)O)O)O. Drug 2: CC1=C(N=C(N=C1N)C(CC(=O)N)NCC(C(=O)N)N)C(=O)NC(C(C2=CN=CN2)OC3C(C(C(C(O3)CO)O)O)OC4C(C(C(C(O4)CO)O)OC(=O)N)O)C(=O)NC(C)C(C(C)C(=O)NC(C(C)O)C(=O)NCCC5=NC(=CS5)C6=NC(=CS6)C(=O)NCCC[S+](C)C)O. Cell line: SN12C. Synergy scores: CSS=60.1, Synergy_ZIP=-4.47, Synergy_Bliss=-1.22, Synergy_Loewe=-17.0, Synergy_HSA=1.48. (3) Drug 1: CCCS(=O)(=O)NC1=C(C(=C(C=C1)F)C(=O)C2=CNC3=C2C=C(C=N3)C4=CC=C(C=C4)Cl)F. Drug 2: C1CC(=O)NC(=O)C1N2C(=O)C3=CC=CC=C3C2=O. Cell line: OVCAR3. Synergy scores: CSS=2.04, Synergy_ZIP=6.27, Synergy_Bliss=14.5, Synergy_Loewe=2.33, Synergy_HSA=4.06. (4) Drug 1: C1CCN(CC1)CCOC2=CC=C(C=C2)C(=O)C3=C(SC4=C3C=CC(=C4)O)C5=CC=C(C=C5)O. Drug 2: COC1=C(C=C2C(=C1)N=CN=C2NC3=CC(=C(C=C3)F)Cl)OCCCN4CCOCC4. Cell line: HL-60(TB). Synergy scores: CSS=7.56, Synergy_ZIP=-0.240, Synergy_Bliss=6.19, Synergy_Loewe=-0.930, Synergy_HSA=-1.06. (5) Drug 1: CC1OCC2C(O1)C(C(C(O2)OC3C4COC(=O)C4C(C5=CC6=C(C=C35)OCO6)C7=CC(=C(C(=C7)OC)O)OC)O)O. Drug 2: CCC1=C2CN3C(=CC4=C(C3=O)COC(=O)C4(CC)O)C2=NC5=C1C=C(C=C5)O. Cell line: SK-MEL-28. Synergy scores: CSS=22.3, Synergy_ZIP=-6.88, Synergy_Bliss=0.0331, Synergy_Loewe=-2.31, Synergy_HSA=0.657. (6) Drug 1: CS(=O)(=O)C1=CC(=C(C=C1)C(=O)NC2=CC(=C(C=C2)Cl)C3=CC=CC=N3)Cl. Drug 2: CC12CCC3C(C1CCC2O)C(CC4=C3C=CC(=C4)O)CCCCCCCCCS(=O)CCCC(C(F)(F)F)(F)F. Cell line: MOLT-4. Synergy scores: CSS=10.5, Synergy_ZIP=-0.0300, Synergy_Bliss=5.48, Synergy_Loewe=1.27, Synergy_HSA=2.22. (7) Drug 1: C1=CC=C(C(=C1)C(C2=CC=C(C=C2)Cl)C(Cl)Cl)Cl. Drug 2: COC1=C2C(=CC3=C1OC=C3)C=CC(=O)O2. Cell line: BT-549. Synergy scores: CSS=0.785, Synergy_ZIP=4.43, Synergy_Bliss=-2.40, Synergy_Loewe=-1.29, Synergy_HSA=-1.98. (8) Drug 1: CS(=O)(=O)C1=CC(=C(C=C1)C(=O)NC2=CC(=C(C=C2)Cl)C3=CC=CC=N3)Cl. Drug 2: CC1=C(C=C(C=C1)NC(=O)C2=CC=C(C=C2)CN3CCN(CC3)C)NC4=NC=CC(=N4)C5=CN=CC=C5. Cell line: SNB-75. Synergy scores: CSS=-2.36, Synergy_ZIP=0.695, Synergy_Bliss=1.03, Synergy_Loewe=-1.46, Synergy_HSA=-1.13. (9) Drug 1: CC(C1=C(C=CC(=C1Cl)F)Cl)OC2=C(N=CC(=C2)C3=CN(N=C3)C4CCNCC4)N. Drug 2: C1=NNC2=C1C(=O)NC=N2. Cell line: SF-539. Synergy scores: CSS=5.93, Synergy_ZIP=-1.46, Synergy_Bliss=2.32, Synergy_Loewe=1.19, Synergy_HSA=2.46. (10) Drug 1: C1=C(C(=O)NC(=O)N1)F. Drug 2: COCCOC1=C(C=C2C(=C1)C(=NC=N2)NC3=CC=CC(=C3)C#C)OCCOC.Cl. Cell line: TK-10. Synergy scores: CSS=39.8, Synergy_ZIP=-3.68, Synergy_Bliss=-0.796, Synergy_Loewe=6.81, Synergy_HSA=7.88.